Dataset: Reaction yield outcomes from USPTO patents with 853,638 reactions. Task: Predict the reaction yield, written as a fraction of the theoretical maximum amount of product (1.0 means a 100% yield; for example, 0.34 means a 34% yield). (1) The reactants are [Cl:1][C:2]1[CH:32]=[CH:31][CH:30]=[C:29]([C:33]([F:36])([F:35])[F:34])[C:3]=1[C:4]([N:6]1[C:14]2[C:9](=[CH:10][CH:11]=[C:12]([C:15]([OH:17])=O)[CH:13]=2)[C:8]([C:18]2[CH:23]=[CH:22][C:21]([C:24]([O:26][CH3:27])=[O:25])=[CH:20][C:19]=2[F:28])=[N:7]1)=[O:5].[CH3:37][NH:38][CH3:39].CN(C(ON1N=NC2C=CC=NC1=2)=[N+](C)C)C.F[P-](F)(F)(F)(F)F.CCN(CC)CC. The catalyst is C(Cl)Cl. The product is [Cl:1][C:2]1[CH:32]=[CH:31][CH:30]=[C:29]([C:33]([F:34])([F:36])[F:35])[C:3]=1[C:4]([N:6]1[C:14]2[C:9](=[CH:10][CH:11]=[C:12]([C:15](=[O:17])[N:38]([CH3:39])[CH3:37])[CH:13]=2)[C:8]([C:18]2[CH:23]=[CH:22][C:21]([C:24]([O:26][CH3:27])=[O:25])=[CH:20][C:19]=2[F:28])=[N:7]1)=[O:5]. The yield is 0.860. (2) The reactants are I[C:2]#[C:3][CH2:4][CH2:5][CH2:6][CH2:7][CH2:8][OH:9].[CH3:10][Si:11]([C:14]#[CH:15])([CH3:13])[CH3:12].C(NC(C)C)(C)C. The catalyst is C1COCC1.CCOCC.[Cu](I)I. The product is [CH3:10][Si:11]([CH3:13])([CH3:12])[C:14]#[C:15][C:2]#[C:3][CH2:4][CH2:5][CH2:6][CH2:7][CH2:8][OH:9]. The yield is 0.500. (3) The reactants are Br[C:2]1[CH:3]=[C:4]2[C:9](=[CH:10][CH:11]=1)[N:8]=[CH:7][C:6]([C:12](=[O:14])[CH3:13])=[C:5]2[NH:15][C@H:16]1[CH2:21][CH2:20][C@H:19]([N:22]([CH3:24])[CH3:23])[CH2:18][CH2:17]1.[Cl:25][C:26]1[CH:31]=[C:30](B2OC(C)(C)C(C)(C)O2)[CH:29]=[C:28]([F:41])[C:27]=1[OH:42]. No catalyst specified. The product is [Cl:25][C:26]1[CH:31]=[C:30]([C:2]2[CH:3]=[C:4]3[C:9](=[CH:10][CH:11]=2)[N:8]=[CH:7][C:6]([C:12](=[O:14])[CH3:13])=[C:5]3[NH:15][C@H:16]2[CH2:21][CH2:20][C@H:19]([N:22]([CH3:24])[CH3:23])[CH2:18][CH2:17]2)[CH:29]=[C:28]([F:41])[C:27]=1[OH:42]. The yield is 0.680. (4) The reactants are [C:1]([O:5][C:6]([N:8]1[CH2:12][C@H:11]([CH:13]([F:15])[F:14])[C@@H:10]([NH:16]C(OCC2C=CC=CC=2)=O)[CH2:9]1)=[O:7])([CH3:4])([CH3:3])[CH3:2].C(OC(N1C[C@@H](C(F)F)[C@H](NC(OCC2C=CC=CC=2)=O)C1)=O)(C)(C)C. The catalyst is CO.[Pd]. The product is [NH2:16][C@@H:10]1[C@@H:11]([CH:13]([F:15])[F:14])[CH2:12][N:8]([C:6]([O:5][C:1]([CH3:4])([CH3:3])[CH3:2])=[O:7])[CH2:9]1. The yield is 0.842.